Task: Binary Classification. Given a drug SMILES string, predict its activity (active/inactive) in a high-throughput screening assay against a specified biological target.. Dataset: Cav3 T-type calcium channel HTS with 100,875 compounds (1) The compound is s1c2c(CCC2)c(c1NC(=O)COc1c(OC)cccc1)C(=O)NCC1OCCC1. The result is 0 (inactive). (2) The compound is S(Cc1occc1)CC(=O)c1sccc1. The result is 0 (inactive).